Dataset: Reaction yield outcomes from USPTO patents with 853,638 reactions. Task: Predict the reaction yield, written as a fraction of the theoretical maximum amount of product (1.0 means a 100% yield; for example, 0.34 means a 34% yield). (1) The yield is 0.880. The catalyst is CC#N.O.O.C1(C(C2C=CC=CC=2)[C@@H]2CCCN2)C=CC=CC=1. The product is [C:1]1([C:7]23[O:14][CH:8]2[CH2:9][CH2:10][CH2:11][CH2:12]3)[CH:6]=[CH:5][CH:4]=[CH:3][CH:2]=1. The reactants are [C:1]1([C:7]2[CH2:12][CH2:11][CH2:10][CH2:9][CH:8]=2)[CH:6]=[CH:5][CH:4]=[CH:3][CH:2]=1.C([O-])(O)=[O:14].[Na+].N1C=CC=CC=1.OOS([O-])=O.[K+]. (2) The yield is 0.723. The product is [CH3:25][C:17]1([CH3:26])[O:16][C:15](=[O:27])[N:14]([C:11]2[CH:12]=[CH:13][C:8]([C:7]3[CH:6]=[C:5]([C:38]4[N:43]=[C:42]([C:44]#[N:45])[CH:41]=[CH:40][N:39]=4)[CH:4]=[N:3][C:2]=3[F:1])=[CH:9][CH:10]=2)[C@H:18]1[C:19]1[CH:20]=[CH:21][CH:22]=[CH:23][CH:24]=1. The catalyst is C1C=CC(P(C2C=CC=CC=2)[C-]2C=CC=C2)=CC=1.C1C=CC(P(C2C=CC=CC=2)[C-]2C=CC=C2)=CC=1.Cl[Pd]Cl.[Fe+2].O. The reactants are [F:1][C:2]1[C:7]([C:8]2[CH:13]=[CH:12][C:11]([N:14]3[C@@H:18]([C:19]4[CH:24]=[CH:23][CH:22]=[CH:21][CH:20]=4)[C:17]([CH3:26])([CH3:25])[O:16][C:15]3=[O:27])=[CH:10][CH:9]=2)=[CH:6][C:5](B2OC(C)(C)C(C)(C)O2)=[CH:4][N:3]=1.Cl[C:38]1[N:43]=[C:42]([C:44]#[N:45])[CH:41]=[CH:40][N:39]=1.C(=O)([O-])[O-].[Na+].[Na+].O1CCOCC1. (3) The reactants are [CH3:1][C:2]1([CH3:29])[O:6][C:5](=[O:7])/[C:4](=[CH:8]/[C:9]([O:11][Si](C(C)(C)C)(C2C=CC=CC=2)C2C=CC=CC=2)=[O:10])/[O:3]1.C(O)(=O)C.[F-].C([N+](CCCC)(CCCC)CCCC)CCC. The catalyst is O1CCCC1.C(OCC)(=O)C. The product is [CH3:1][C:2]1([CH3:29])[O:3][C:4](=[CH:8][C:9]([OH:11])=[O:10])[C:5](=[O:7])[O:6]1. The yield is 0.850. (4) The reactants are [OH:1][C:2]1[CH:10]=[CH:9][CH:8]=[C:7]2[C:3]=1[CH:4]=[CH:5][NH:6]2.[OH-].[K+].[CH2:13]([CH:15]1[O:17][CH2:16]1)Cl. The catalyst is CS(C)=O. The product is [NH:6]1[C:7]2[C:3](=[C:2]([O:1][CH2:13][CH:15]3[O:17][CH2:16]3)[CH:10]=[CH:9][CH:8]=2)[CH:4]=[CH:5]1. The yield is 0.990. (5) The reactants are [H-].[Na+].[OH:3][CH:4]([CH2:8][S:9][CH3:10])[C:5]([OH:7])=[O:6].I[CH3:12]. The catalyst is CN(C=O)C. The product is [CH3:12][O:3][CH:4]([CH2:8][S:9][CH3:10])[C:5]([OH:7])=[O:6]. The yield is 0.457.